Dataset: Full USPTO retrosynthesis dataset with 1.9M reactions from patents (1976-2016). Task: Predict the reactants needed to synthesize the given product. (1) Given the product [CH3:1][C:2]1[C:3]([CH:17]([NH2:19])[CH3:18])=[CH:4][C:5]2[N:9]=[CH:8][N:7]([CH:10]3[CH2:15][CH2:14][CH2:13][CH2:12][O:11]3)[C:6]=2[CH:16]=1, predict the reactants needed to synthesize it. The reactants are: [CH3:1][C:2]1[C:3]([C:17](=[N:19]O)[CH3:18])=[CH:4][C:5]2[N:9]=[CH:8][N:7]([CH:10]3[CH2:15][CH2:14][CH2:13][CH2:12][O:11]3)[C:6]=2[CH:16]=1.[NH4+].[Cl-]. (2) Given the product [NH:18]1[CH:19]=[N:20][C:16]([C:12]2[CH:11]=[C:10]3[C:15](=[CH:14][CH:13]=2)[NH:7][N:8]=[C:9]3[C:40]2[CH:41]=[C:42]([NH:46][C:47](=[O:57])[CH:48]([O:50][C:51]3[CH:52]=[CH:53][CH:54]=[CH:55][CH:56]=3)[CH3:49])[CH:43]=[CH:44][CH:45]=2)=[N:17]1, predict the reactants needed to synthesize it. The reactants are: O1CCCCC1[N:7]1[C:15]2[C:10](=[CH:11][C:12]([C:16]3[N:20]=[CH:19][N:18](C(C4C=CC=CC=4)(C4C=CC=CC=4)C4C=CC=CC=4)[N:17]=3)=[CH:13][CH:14]=2)[C:9]([C:40]2[CH:41]=[C:42]([NH:46][C:47](=[O:57])[CH:48]([O:50][C:51]3[CH:56]=[CH:55][CH:54]=[CH:53][CH:52]=3)[CH3:49])[CH:43]=[CH:44][CH:45]=2)=[N:8]1. (3) Given the product [F:23][C:20]1[CH:19]=[CH:18][C:17]([C:11]2[CH:10]=[C:9]3[C:14]([C:15]([OH:16])=[C:6]([C:4]([NH:24][CH2:25][CH2:26][C:27]([OH:29])=[O:28])=[O:5])[N:7]=[CH:8]3)=[CH:13][CH:12]=2)=[CH:22][CH:21]=1, predict the reactants needed to synthesize it. The reactants are: C(O[C:4]([C:6]1[N:7]=[CH:8][C:9]2[C:14]([C:15]=1[OH:16])=[CH:13][CH:12]=[C:11]([C:17]1[CH:22]=[CH:21][C:20]([F:23])=[CH:19][CH:18]=1)[CH:10]=2)=[O:5])C.[NH2:24][CH2:25][CH2:26][C:27]([OH:29])=[O:28].